This data is from Forward reaction prediction with 1.9M reactions from USPTO patents (1976-2016). The task is: Predict the product of the given reaction. (1) Given the reactants O[CH2:2][CH2:3][CH:4]1[CH2:8][O:7][C:6]([CH3:10])([CH3:9])[O:5]1.C(N(CC)CC)C.[S:18](Cl)([CH3:21])(=[O:20])=[O:19], predict the reaction product. The product is: [CH3:21][S:18]([CH2:2][CH2:3][CH:4]1[CH2:8][O:7][C:6]([CH3:10])([CH3:9])[O:5]1)(=[O:20])=[O:19]. (2) The product is: [NH2:8][C:12]1([CH2:15][O:16][C:17]2[CH:26]=[C:25]3[C:20]([C:21]([O:27][C:28]4[CH:33]=[CH:32][C:31]([N:34]([C:12]5[CH:15]=[CH:55][C:57]([F:60])=[CH:14][CH:13]=5)[C:35]([C:37]5([C:40]([NH2:41])=[O:49])[CH2:39][CH2:38]5)=[O:36])=[CH:30][C:29]=4[F:50])=[CH:22][CH:23]=[N:24]3)=[CH:19][C:18]=2[O:68][CH3:65])[CH2:14][CH2:13]1. Given the reactants COC1C=CC(C[N:8]([C:12]2([CH2:15][O:16][C:17]3[CH:26]=[C:25]4[C:20]([C:21]([O:27][C:28]5[CH:33]=[CH:32][C:31]([NH:34][C:35]([C:37]6([C:40](=[O:49])[NH:41]C7C=CC(F)=CC=7)[CH2:39][CH2:38]6)=[O:36])=[CH:30][C:29]=5[F:50])=[CH:22][CH:23]=[N:24]4)=[CH:19][C:18]=3OC)[CH2:14][CH2:13]2)C(=O)[O-])=CC=1.[C:55](O)([C:57]([F:60])(F)F)=O.C(Cl)Cl.[C:65]([O-:68])(O)=O.[Na+], predict the reaction product.